From a dataset of Catalyst prediction with 721,799 reactions and 888 catalyst types from USPTO. Predict which catalyst facilitates the given reaction. (1) Reactant: [I:1][C:2]1[CH:10]=[C:9]2[C:5]([CH2:6][N:7]([C:11]([O:13][CH2:14][C:15]3[CH:20]=[CH:19][CH:18]=[CH:17][CH:16]=3)=[O:12])[CH2:8]2)=[CH:4][C:3]=1[C:21](OC)=[O:22].[Li+].[B-](CC)(CC)CC. Product: [OH:22][CH2:21][C:3]1[CH:4]=[C:5]2[C:9](=[CH:10][C:2]=1[I:1])[CH2:8][N:7]([C:11]([O:13][CH2:14][C:15]1[CH:20]=[CH:19][CH:18]=[CH:17][CH:16]=1)=[O:12])[CH2:6]2. The catalyst class is: 1. (2) Reactant: [CH2:1]([C:9]1[CH:13]=[CH:12][S:11][CH:10]=1)[CH2:2][CH2:3][CH2:4][CH2:5][CH2:6][CH2:7][CH3:8].C1C(=O)N([Br:21])C(=O)C1.O. Product: [Br:21][C:10]1[S:11][CH:12]=[CH:13][C:9]=1[CH2:1][CH2:2][CH2:3][CH2:4][CH2:5][CH2:6][CH2:7][CH3:8]. The catalyst class is: 3. (3) Reactant: [F:1][C:2]([F:36])([F:35])[C:3]1[CH:4]=[C:5]([C:13]([CH3:34])([CH3:33])[C:14]([N:16]([C:18]2[CH:19]=[N:20][C:21]([N:25]3[CH2:29][C@H:28]([OH:30])[CH2:27][C@H:26]3[CH2:31][OH:32])=[CH:22][C:23]=2I)[CH3:17])=[O:15])[CH:6]=[C:7]([C:9]([F:12])([F:11])[F:10])[CH:8]=1.[C:37]1([CH3:46])[CH:42]=[CH:41][C:40](B(O)O)=[CH:39][CH:38]=1.C(=O)([O-])[O-].[Na+].[Na+].C1(P(C2C=CC=CC=2)C2C=CC=CC=2)C=CC=CC=1. Product: [F:1][C:2]([F:36])([F:35])[C:3]1[CH:4]=[C:5]([C:13]([CH3:34])([CH3:33])[C:14]([N:16]([C:18]2[CH:19]=[N:20][C:21]([N:25]3[CH2:29][C@H:28]([OH:30])[CH2:27][C@H:26]3[CH2:31][OH:32])=[CH:22][C:23]=2[C:40]2[CH:41]=[CH:42][C:37]([CH3:46])=[CH:38][CH:39]=2)[CH3:17])=[O:15])[CH:6]=[C:7]([C:9]([F:12])([F:11])[F:10])[CH:8]=1. The catalyst class is: 848. (4) Reactant: [C:1]([O:5][C:6]([NH:8][C@@H:9]1[CH2:13][CH2:12][C@H:11]([C:14]([OH:16])=O)[CH2:10]1)=[O:7])([CH3:4])([CH3:3])[CH3:2].Cl.CN(C)CCCN=C=NCC.O[N:30]1[C:34]2[CH:35]=[CH:36][CH:37]=[CH:38][C:33]=2[N:32]=N1.C(N(C(C)C)CC)(C)C. Product: [C:1]([O:5][C:6](=[O:7])[NH:8][C@H:9]1[CH2:13][CH2:12][C@@H:11]([C:14](=[O:16])[NH:32][CH2:33][C:38]2[CH:37]=[CH:36][CH:35]=[CH:34][N:30]=2)[CH2:10]1)([CH3:2])([CH3:3])[CH3:4]. The catalyst class is: 39.